Dataset: Full USPTO retrosynthesis dataset with 1.9M reactions from patents (1976-2016). Task: Predict the reactants needed to synthesize the given product. (1) The reactants are: [CH:1]1([O:6][C:7]2[CH:8]=[C:9]([C:15]3[CH2:19][C:18]([C:21]4O[C:24](=[S:26])[NH:23][N:22]=4)([CH3:20])[O:17][N:16]=3)[CH:10]=[CH:11][C:12]=2[O:13][CH3:14])[CH2:5][CH2:4][CH2:3][CH2:2]1.O.[NH2:28][NH2:29]. Given the product [NH2:28][N:29]1[C:21]([C:18]2([CH3:20])[O:17][N:16]=[C:15]([C:9]3[CH:10]=[CH:11][C:12]([O:13][CH3:14])=[C:7]([O:6][CH:1]4[CH2:2][CH2:3][CH2:4][CH2:5]4)[CH:8]=3)[CH2:19]2)=[N:22][N:23]=[C:24]1[SH:26], predict the reactants needed to synthesize it. (2) The reactants are: [S:1]1[C:5]2[CH:6]=[CH:7][CH:8]=[CH:9][C:4]=2[N:3]=[C:2]1[NH:10]C(=O)OC(C)(C)C.Br[CH2:19][C:20]([O:22][CH2:23][CH3:24])=[O:21].C(=O)([O-])[O-].[K+].[K+]. Given the product [NH:10]=[C:2]1[N:3]([CH2:19][C:20]([O:22][CH2:23][CH3:24])=[O:21])[C:4]2[CH:9]=[CH:8][CH:7]=[CH:6][C:5]=2[S:1]1, predict the reactants needed to synthesize it. (3) Given the product [CH3:27][C:28]1[NH:32][C:31]2[CH:33]=[CH:34][C:35]([C:37]([NH:26][C@@H:21]3[CH2:22][CH2:23][CH2:24][CH2:25][C@@H:20]3[C:18]([N:17]3[C@@H:13]4[C@@H:14]([C@H:5]([CH2:2][CH2:3][CH3:4])[NH:6][C:7]5[CH:8]=[CH:9][CH:10]=[CH:11][C:12]=54)[CH2:15][CH2:16]3)=[O:19])=[O:38])=[CH:36][C:30]=2[N:29]=1, predict the reactants needed to synthesize it. The reactants are: Cl.[CH2:2]([C@@H:5]1[C@H:14]2[CH2:15][CH2:16][N:17]([C:18]([C@H:20]3[CH2:25][CH2:24][CH2:23][CH2:22][C@H:21]3[NH2:26])=[O:19])[C@H:13]2[C:12]2[CH:11]=[CH:10][CH:9]=[CH:8][C:7]=2[NH:6]1)[CH2:3][CH3:4].[CH3:27][C:28]1[NH:32][C:31]2[CH:33]=[CH:34][C:35]([C:37](O)=[O:38])=[CH:36][C:30]=2[N:29]=1.CCOC(OC(OCC)=O)=O.O.